Dataset: Forward reaction prediction with 1.9M reactions from USPTO patents (1976-2016). Task: Predict the product of the given reaction. (1) Given the reactants [F:1][C:2]1[CH:23]=[CH:22][CH:21]=[C:20]([O:24][CH3:25])[C:3]=1[CH2:4][O:5][C:6]1[C:7]2[N:8]([C:13]([C:17](O)=[O:18])=[C:14]([CH3:16])[N:15]=2)[CH:9]=[C:10]([CH3:12])[CH:11]=1.CN(C(ON1N=NC2C=CC=NC1=2)=[N+](C)C)C.F[P-](F)(F)(F)(F)F.C(N(CC)C(C)C)(C)C.Cl.Cl.[CH3:61][C:62]([NH2:68])([CH2:65][CH2:66][CH3:67])[CH2:63][NH2:64], predict the reaction product. The product is: [NH2:68][C:62]([CH3:61])([CH2:65][CH2:66][CH3:67])[CH2:63][NH:64][C:17]([C:13]1[N:8]2[CH:9]=[C:10]([CH3:12])[CH:11]=[C:6]([O:5][CH2:4][C:3]3[C:20]([O:24][CH3:25])=[CH:21][CH:22]=[CH:23][C:2]=3[F:1])[C:7]2=[N:15][C:14]=1[CH3:16])=[O:18]. (2) The product is: [CH2:18]([O:25][C:26]1[C:27]([Cl:36])=[CH:28][C:29]([C:30]([N:1]2[C:10]3[C:5](=[CH:6][CH:7]=[CH:8][CH:9]=3)[CH2:4][CH2:3][CH2:2]2)=[O:31])=[CH:33][C:34]=1[Cl:35])[C:19]1[CH:20]=[CH:21][CH:22]=[CH:23][CH:24]=1. Given the reactants [NH:1]1[C:10]2[C:5](=[CH:6][CH:7]=[CH:8][CH:9]=2)[CH2:4][CH2:3][CH2:2]1.C(N(CC)CC)C.[CH2:18]([O:25][C:26]1[C:34]([Cl:35])=[CH:33][C:29]([C:30](Cl)=[O:31])=[CH:28][C:27]=1[Cl:36])[C:19]1[CH:24]=[CH:23][CH:22]=[CH:21][CH:20]=1, predict the reaction product. (3) Given the reactants [C:1]([O:5][C:6]([N:8]([CH2:10][C:11]1([C:14]([O:16]C)=[O:15])[CH2:13][CH2:12]1)[CH3:9])=[O:7])([CH3:4])([CH3:3])[CH3:2].O.[OH-].[Na+], predict the reaction product. The product is: [C:1]([O:5][C:6]([N:8]([CH2:10][C:11]1([C:14]([OH:16])=[O:15])[CH2:12][CH2:13]1)[CH3:9])=[O:7])([CH3:4])([CH3:2])[CH3:3]. (4) Given the reactants [CH2:1]([O:8][CH2:9][CH:10]([OH:19])[CH2:11][CH2:12][C:13]1[CH:18]=[CH:17][CH:16]=[CH:15][CH:14]=1)[C:2]1[CH:7]=[CH:6][CH:5]=[CH:4][CH:3]=1.[Cr](Cl)([O-])(=O)=O.[NH+]1C=CC=CC=1, predict the reaction product. The product is: [CH2:1]([O:8][CH2:9][C:10](=[O:19])[CH2:11][CH2:12][C:13]1[CH:18]=[CH:17][CH:16]=[CH:15][CH:14]=1)[C:2]1[CH:7]=[CH:6][CH:5]=[CH:4][CH:3]=1.